Dataset: Full USPTO retrosynthesis dataset with 1.9M reactions from patents (1976-2016). Task: Predict the reactants needed to synthesize the given product. Given the product [O:30]=[C:29]1[C:28]2[C:23](=[CH:24][CH:25]=[CH:26][CH:27]=2)[C:22](=[O:31])[N:21]1[C:11]1[S:12][CH:13]=[C:14]([C:15]2[CH:16]=[CH:17][CH:18]=[CH:19][CH:20]=2)[C:10]=1[C:8]([OH:9])=[O:7], predict the reactants needed to synthesize it. The reactants are: [OH-].[Na+].CO.C([O:7][C:8]([C:10]1[C:14]([C:15]2[CH:20]=[CH:19][CH:18]=[CH:17][CH:16]=2)=[CH:13][S:12][C:11]=1[N:21]1[C:29](=[O:30])[C:28]2[C:23](=[CH:24][CH:25]=[CH:26][CH:27]=2)[C:22]1=[O:31])=[O:9])C.Cl.